Dataset: Full USPTO retrosynthesis dataset with 1.9M reactions from patents (1976-2016). Task: Predict the reactants needed to synthesize the given product. (1) Given the product [Cl:1][C:2]1[CH:3]=[N:4][C:5]2[C:10]([C:11]=1[CH2:12][CH2:13][CH2:14][C:15]1([CH2:28][O:29][S:33]([CH3:32])(=[O:35])=[O:34])[CH2:16][CH2:17][N:18]([C:21]([O:23][C:24]([CH3:26])([CH3:27])[CH3:25])=[O:22])[CH2:19][CH2:20]1)=[CH:9][C:8]([O:30][CH3:31])=[CH:7][CH:6]=2, predict the reactants needed to synthesize it. The reactants are: [Cl:1][C:2]1[CH:3]=[N:4][C:5]2[C:10]([C:11]=1[CH2:12][CH2:13][CH2:14][C:15]1([CH2:28][OH:29])[CH2:20][CH2:19][N:18]([C:21]([O:23][C:24]([CH3:27])([CH3:26])[CH3:25])=[O:22])[CH2:17][CH2:16]1)=[CH:9][C:8]([O:30][CH3:31])=[CH:7][CH:6]=2.[CH3:32][S:33](Cl)(=[O:35])=[O:34].O. (2) The reactants are: C(NC1C=C(OC)C=CC=1C1CCC2C(=CC=C(OC)C=2)C1)C.Cl.C(Cl)(=O)C1C=CN=CC=1.[CH2:34]([N:36]([C:45]1[CH:50]=[C:49]([O:51][CH3:52])[CH:48]=[CH:47][C:46]=1[CH:53]1[CH2:62][CH2:61][C:60]2[C:55](=[CH:56][CH:57]=[C:58]([O:63][CH3:64])[CH:59]=2)[CH2:54]1)[C:37]([C:39]1[CH:44]=[CH:43][N:42]=[CH:41][CH:40]=1)=O)[CH3:35]. Given the product [CH2:34]([N:36]([C:45]1[CH:50]=[C:49]([O:51][CH3:52])[CH:48]=[CH:47][C:46]=1[CH:53]1[CH2:62][CH2:61][C:60]2[C:55](=[CH:56][CH:57]=[C:58]([O:63][CH3:64])[CH:59]=2)[CH2:54]1)[CH2:37][C:39]1[CH:40]=[CH:41][N:42]=[CH:43][CH:44]=1)[CH3:35], predict the reactants needed to synthesize it. (3) Given the product [Cl:34][C:15]1[CH:16]=[C:17]([O:32][CH3:33])[C:18]([S:20]([C:23]([CH3:24])([C:25]2[CH:26]=[CH:27][CH:28]=[CH:29][CH:30]=2)[CH3:31])(=[O:22])=[O:21])=[CH:19][C:14]=1[N:10]1[C:8]2=[N:9][C:4]([C:1]([O:3][CH:44]([O:46][C:47]([O:49][CH2:50][CH3:51])=[O:48])[CH3:45])=[O:2])=[CH:5][C:6]([CH3:35])=[C:7]2[NH:12][C:11]1=[O:13], predict the reactants needed to synthesize it. The reactants are: [C:1]([C:4]1[N:9]=[C:8]2[N:10]([C:14]3[CH:19]=[C:18]([S:20]([C:23]([CH3:31])([C:25]4[CH:30]=[CH:29][CH:28]=[CH:27][CH:26]=4)[CH3:24])(=[O:22])=[O:21])[C:17]([O:32][CH3:33])=[CH:16][C:15]=3[Cl:34])[C:11](=[O:13])[NH:12][C:7]2=[C:6]([CH3:35])[CH:5]=1)([OH:3])=[O:2].C(=O)([O-])[O-].[K+].[K+].[I-].[K+].[CH2:44]([O:46][C:47]([O:49][CH:50](Cl)[CH3:51])=[O:48])[CH3:45]. (4) Given the product [CH:11]([CH:14]1[C:19]2[N:20]=[CH:21][NH:22][C:18]=2[CH2:17][CH2:16][N:15]1[C:23]([O:10][CH2:9][C@@H:5]1[CH2:6][CH2:7][CH2:8][N:4]1[CH3:3])=[O:24])([CH3:13])[CH3:12], predict the reactants needed to synthesize it. The reactants are: [H-].[Na+].[CH3:3][N:4]1[CH2:8][CH2:7][CH2:6][C@H:5]1[CH2:9][OH:10].[CH:11]([CH:14]1[C:19]2[N:20]=[CH:21][NH:22][C:18]=2[CH2:17][CH2:16][N:15]1[C:23](OCC(Cl)(Cl)Cl)=[O:24])([CH3:13])[CH3:12]. (5) Given the product [OH:6][CH2:1]/[CH:2]=[CH:3]\[CH2:4][O:5][C:8](=[O:9])[CH3:7], predict the reactants needed to synthesize it. The reactants are: [CH:1](/[OH:6])=[CH:2]/[CH2:3][CH2:4][OH:5].[CH3:7][C:8](OC(C)=O)=[O:9]. (6) Given the product [C:8]12([CH2:18][CH2:19][CH:5]([CH2:4][NH2:1])[CH2:6][CH2:7]1)[C:17]1[C:12](=[CH:13][CH:14]=[CH:15][CH:16]=1)[CH2:11][CH2:10][O:9]2, predict the reactants needed to synthesize it. The reactants are: [N+:1]([CH:4]=[C:5]1[CH2:19][CH2:18][C:8]2([C:17]3[C:12](=[CH:13][CH:14]=[CH:15][CH:16]=3)[CH2:11][CH2:10][O:9]2)[CH2:7][CH2:6]1)([O-])=O. (7) The reactants are: Cl.[NH2:2][CH:3]([C:7]1[CH:12]=[CH:11][C:10]([Cl:13])=[C:9]([F:14])[CH:8]=1)[C:4]([OH:6])=[O:5].[OH-].[Na+].[C:17](O[C:17]([O:19][C:20]([CH3:23])([CH3:22])[CH3:21])=[O:18])([O:19][C:20]([CH3:23])([CH3:22])[CH3:21])=[O:18].C(=O)(O)[O-].[Na+]. Given the product [C:20]([O:19][C:17]([NH:2][CH:3]([C:7]1[CH:12]=[CH:11][C:10]([Cl:13])=[C:9]([F:14])[CH:8]=1)[C:4]([OH:6])=[O:5])=[O:18])([CH3:23])([CH3:22])[CH3:21], predict the reactants needed to synthesize it.